Predict the reaction yield, written as a fraction of the theoretical maximum amount of product (1.0 means a 100% yield; for example, 0.34 means a 34% yield). From a dataset of Reaction yield outcomes from USPTO patents with 853,638 reactions. (1) The reactants are C([Li])CCC.[C:6]([C:8]1[CH:16]=[CH:15][C:11]2[O:12][CH2:13][O:14][C:10]=2[CH:9]=1)#[CH:7].[C:17]([Si:21]([CH3:40])([CH3:39])[O:22][C@H:23]1[C@H:27]2[O:28][CH2:29][C@@H:30](OS(C(F)(F)F)(=O)=O)[C@H:26]2[O:25][CH2:24]1)([CH3:20])([CH3:19])[CH3:18]. The catalyst is C1COCC1.CN(P(N(C)C)(N(C)C)=O)C. The product is [O:12]1[C:11]2[CH:15]=[CH:16][C:8]([C:6]#[C:7][C@@H:30]3[C@H:26]4[O:25][CH2:24][C@@H:23]([O:22][Si:21]([C:17]([CH3:20])([CH3:19])[CH3:18])([CH3:39])[CH3:40])[C@H:27]4[O:28][CH2:29]3)=[CH:9][C:10]=2[O:14][CH2:13]1. The yield is 0.510. (2) The reactants are [CH3:1][C:2]1([CH3:13])[CH2:6][C:5]2[CH:7]=[CH:8][CH:9]=[C:10]([CH:11]=O)[C:4]=2[O:3]1.[CH3:14][NH2:15].[BH4-].[Na+].O. The catalyst is CO. The product is [CH3:1][C:2]1([CH3:13])[CH2:6][C:5]2[CH:7]=[CH:8][CH:9]=[C:10]([CH2:11][NH:15][CH3:14])[C:4]=2[O:3]1. The yield is 0.990. (3) The reactants are O1CCCCC1[N:7]1[C:15]2[C:10](=[CH:11][C:12]([C:16]3[N:20]=[CH:19][N:18](C(C4C=CC=CC=4)(C4C=CC=CC=4)C4C=CC=CC=4)[N:17]=3)=[CH:13][CH:14]=2)[C:9]([C:40]2[CH:41]=[C:42]([CH:47]=[CH:48][CH:49]=2)[C:43](OC)=[O:44])=[N:8]1.O.[OH-].[Li+].[CH2:53]1[C:61]2[C:56](=[CH:57][CH:58]=[CH:59][CH:60]=2)[C@H:55]([NH2:62])[C@@H:54]1[OH:63].O.ON1C2C=CC=CC=2N=N1.Cl.CN(C)CCCN=C=NCC. The catalyst is O1CCCC1.O1CCCC1.O. The product is [NH:17]1[C:16]([C:12]2[CH:11]=[C:10]3[C:15](=[CH:14][CH:13]=2)[NH:7][N:8]=[C:9]3[C:40]2[CH:41]=[C:42]([C:43]([NH:62][C@H:55]3[C:56]4[C:61](=[CH:60][CH:59]=[CH:58][CH:57]=4)[CH2:53][C@H:54]3[OH:63])=[O:44])[CH:47]=[CH:48][CH:49]=2)=[N:20][CH:19]=[N:18]1. The yield is 0.720. (4) The reactants are [CH:1]1([S:6][CH:7]([C:11]2[CH:16]=[CH:15][C:14]([O:17][CH3:18])=[CH:13][CH:12]=2)[C:8]([OH:10])=O)[CH2:5][CH2:4][CH2:3][CH2:2]1.[NH2:19][C:20]1[CH:25]=[CH:24][CH:23]=[CH:22][N:21]=1. The catalyst is C1COCC1. The product is [CH:1]1([S:6][CH:7]([C:11]2[CH:16]=[CH:15][C:14]([O:17][CH3:18])=[CH:13][CH:12]=2)[C:8]([NH:19][C:20]2[CH:25]=[CH:24][CH:23]=[CH:22][N:21]=2)=[O:10])[CH2:2][CH2:3][CH2:4][CH2:5]1. The yield is 0.700.